From a dataset of Full USPTO retrosynthesis dataset with 1.9M reactions from patents (1976-2016). Predict the reactants needed to synthesize the given product. Given the product [Cl:1][C:2]1[N:3]=[CH:4][C:5]2[NH:19][C:10](=[O:11])[C@@H:9]([CH2:14][CH3:15])[N:8]([CH:16]([CH3:18])[CH3:17])[C:6]=2[N:7]=1, predict the reactants needed to synthesize it. The reactants are: [Cl:1][C:2]1[N:7]=[C:6]([N:8]([CH:16]([CH3:18])[CH3:17])[C@H:9]([CH2:14][CH3:15])[C:10](OC)=[O:11])[C:5]([N+:19]([O-])=O)=[CH:4][N:3]=1.[H][H].